Task: Predict the reactants needed to synthesize the given product.. Dataset: Full USPTO retrosynthesis dataset with 1.9M reactions from patents (1976-2016) (1) Given the product [CH2:9]([CH:14]1[CH2:19][CH2:18][C:17]([C:3]2[CH:8]=[CH:7][CH:6]=[CH:5][CH:4]=2)=[CH:16][CH2:15]1)[CH2:10][CH2:11][CH2:12][CH3:13], predict the reactants needed to synthesize it. The reactants are: [Mg].Br[C:3]1[CH:8]=[CH:7][CH:6]=[CH:5][CH:4]=1.[CH2:9]([CH:14]1[CH2:19][CH2:18][C:17](=O)[CH2:16][CH2:15]1)[CH2:10][CH2:11][CH2:12][CH3:13].[Cl-].[NH4+]. (2) Given the product [C:1]([C:5]1[CH:10]=[C:9]([CH:11]([CH3:13])[CH3:12])[CH:8]=[CH:7][C:6]=1[N:14]1[CH2:19][CH2:18][N:17]([C:20](=[O:26])[C:21]([O:23][CH2:24][CH3:25])=[O:22])[CH2:16][CH2:15]1)([CH3:3])([CH3:4])[CH3:2], predict the reactants needed to synthesize it. The reactants are: [C:1]([C:5]1[CH:10]=[C:9]([C:11]([CH3:13])=[CH2:12])[CH:8]=[CH:7][C:6]=1[N:14]1[CH2:19][CH2:18][N:17]([C:20](=[O:26])[C:21]([O:23][CH2:24][CH3:25])=[O:22])[CH2:16][CH2:15]1)([CH3:4])([CH3:3])[CH3:2]. (3) Given the product [NH2:16][CH2:15][CH2:14][C:11]1[N:10]2[C:2](=[O:1])[C:3]3[NH:4][CH:5]=[N:6][C:7]=3[N:8]([CH2:27][CH2:28][CH2:29][CH2:30][CH3:31])[C:9]2=[N:13][N:12]=1, predict the reactants needed to synthesize it. The reactants are: [O:1]=[C:2]1[N:10]2[C:11]([CH2:14][CH2:15][NH:16]C(=O)OCC3C=CC=CC=3)=[N:12][N:13]=[C:9]2[N:8]([CH2:27][CH2:28][CH2:29][CH2:30][CH3:31])[C:7]2[N:6]=[CH:5][NH:4][C:3]1=2. (4) Given the product [NH3:1].[CH:14]1([CH2:17][NH:1][C@H:2]2[CH2:6][CH2:5][N:4]([C:7]([O:9][C:10]([CH3:13])([CH3:12])[CH3:11])=[O:8])[CH2:3]2)[CH2:16][CH2:15]1, predict the reactants needed to synthesize it. The reactants are: [NH2:1][C@H:2]1[CH2:6][CH2:5][N:4]([C:7]([O:9][C:10]([CH3:13])([CH3:12])[CH3:11])=[O:8])[CH2:3]1.[CH:14]1([CH:17]=O)[CH2:16][CH2:15]1.